Dataset: Full USPTO retrosynthesis dataset with 1.9M reactions from patents (1976-2016). Task: Predict the reactants needed to synthesize the given product. (1) Given the product [Br:8][C:4]1[CH:3]=[C:2]([NH:1][C:10]([N:24]2[CH2:25][C@H:20]([CH3:19])[N:21]([C:27]3[CH:34]=[CH:33][C:30]([C:31]#[N:32])=[C:29]([C:35]([F:38])([F:37])[F:36])[CH:28]=3)[CH2:22][C@H:23]2[CH3:26])=[O:11])[CH:7]=[CH:6][N:5]=1, predict the reactants needed to synthesize it. The reactants are: [NH2:1][C:2]1[CH:7]=[CH:6][N:5]=[C:4]([Br:8])[CH:3]=1.Cl[C:10](OC1C=CC=CC=1)=[O:11].[CH3:19][C@H:20]1[CH2:25][NH:24][C@H:23]([CH3:26])[CH2:22][N:21]1[C:27]1[CH:34]=[CH:33][C:30]([C:31]#[N:32])=[C:29]([C:35]([F:38])([F:37])[F:36])[CH:28]=1. (2) Given the product [Cl:1][C:2]1[CH:7]=[C:6]([Cl:8])[CH:5]=[CH:4][C:3]=1[C:9]1[N:10]=[C:11]([CH3:30])[C:12]([NH:17][C@@H:18]2[C:26]3[C:21](=[CH:22][CH:23]=[CH:24][CH:25]=3)[CH2:20][C@@H:19]2[O:27][CH2:28][CH3:29])=[N:13][C:14]=1[CH2:15][CH3:16], predict the reactants needed to synthesize it. The reactants are: [Cl:1][C:2]1[CH:7]=[C:6]([Cl:8])[CH:5]=[CH:4][C:3]=1[C:9]1[N:10]=[C:11]([CH2:30]C)[C:12]([NH:17][C@@H:18]2[C:26]3[C:21](=[CH:22][CH:23]=[CH:24][CH:25]=3)[CH2:20][C@@H:19]2[O:27][CH2:28][CH3:29])=[N:13][C:14]=1[CH2:15][CH3:16].ClC1C=C(Cl)C=CC=1C1N=C(C)C(N[C@@H]2C3C(=CC=CC=3)C[C@@H]2O)=NC=1CC. (3) Given the product [Cl:24][C:25]1[CH:30]=[CH:29][C:28]([O:17][C@H:15]([CH3:16])[CH2:14][CH2:13][O:12][C:9]2[CH:10]=[CH:11][C:6]([CH2:5][CH2:4][C:3]([OH:2])=[O:23])=[C:7]([CH3:22])[CH:8]=2)=[C:27]([O:32][C:33]2[CH:34]=[CH:35][CH:36]=[CH:37][CH:38]=2)[CH:26]=1, predict the reactants needed to synthesize it. The reactants are: C[O:2][C:3](=[O:23])[CH2:4][CH2:5][C:6]1[CH:11]=[CH:10][C:9]([O:12][CH2:13][CH2:14][C@@H:15]([O:17]S(C)(=O)=O)[CH3:16])=[CH:8][C:7]=1[CH3:22].[Cl:24][C:25]1[CH:30]=[CH:29][C:28](O)=[C:27]([O:32][C:33]2[CH:38]=[CH:37][CH:36]=[CH:35][CH:34]=2)[CH:26]=1. (4) Given the product [CH2:75]([CH:81]([CH2:85][CH2:86][CH2:87][CH2:88][CH2:89][CH2:90][CH2:91][CH3:92])[CH2:82][CH2:83][N:84]=[C:14]([C:16]1[C:25]2[C:24]([C:26]([OH:28])=[O:27])=[C:23]([Br:29])[C:22]([Br:30])=[C:21]([C:31]([OH:33])=[O:32])[C:20]=2[C:19]([C:34](=[N:36][CH2:37][CH2:38][CH:81]([CH2:75][CH2:76][CH2:77][CH2:78][CH2:79][CH3:80])[CH2:85][CH2:86][CH2:87][CH2:88][CH2:89][CH2:90][CH2:91][CH3:92])[OH:35])=[C:18]([Br:61])[C:17]=1[Br:62])[OH:15])[CH2:76][CH2:77][CH2:78][CH2:79][CH3:80], predict the reactants needed to synthesize it. The reactants are: C(C(CCCCCCCCCCCC)CN=[C:14]([C:16]1[C:25]2[C:24]([C:26]([OH:28])=[O:27])=[C:23]([Br:29])[C:22]([Br:30])=[C:21]([C:31]([OH:33])=[O:32])[C:20]=2[C:19]([C:34](=[N:36][CH2:37][CH:38](CCCCCCCCCC)CCCCCCCCCCCC)[OH:35])=[C:18]([Br:61])[C:17]=1[Br:62])[OH:15])CCCCCCCCC.[CH2:75]([CH:81]([CH2:85][CH2:86][CH2:87][CH2:88][CH2:89][CH2:90][CH2:91][CH3:92])[CH2:82][CH2:83][NH2:84])[CH2:76][CH2:77][CH2:78][CH2:79][CH3:80].